This data is from Forward reaction prediction with 1.9M reactions from USPTO patents (1976-2016). The task is: Predict the product of the given reaction. (1) Given the reactants [CH3:1][C:2]1[N:3]=[C:4]([C@H:7]2[CH2:11][CH2:10][CH2:9][NH:8]2)[S:5][CH:6]=1.[F:12][C:13]1[CH:14]=[C:15]([C:22](O)=[O:23])[CH:16]=[C:17]([CH:21]=1)[C:18]([OH:20])=[O:19], predict the reaction product. The product is: [F:12][C:13]1[CH:21]=[C:17]([CH:16]=[C:15]([C:22]([N:8]2[CH2:9][CH2:10][CH2:11][C@@H:7]2[C:4]2[S:5][CH:6]=[C:2]([CH3:1])[N:3]=2)=[O:23])[CH:14]=1)[C:18]([OH:20])=[O:19]. (2) Given the reactants [CH3:1][S:2]([C:11]1[CH:16]=[CH:15][C:14]([CH2:17][CH2:18][C:19]([O:21][CH3:22])=[O:20])=[CH:13][CH:12]=1)(=[N:4]C(=O)C(F)(F)F)=[O:3].C([O-])([O-])=O.[K+].[K+], predict the reaction product. The product is: [CH3:1][S:2]([C:11]1[CH:12]=[CH:13][C:14]([CH2:17][CH2:18][C:19]([O:21][CH3:22])=[O:20])=[CH:15][CH:16]=1)(=[NH:4])=[O:3].